This data is from Reaction yield outcomes from USPTO patents with 853,638 reactions. The task is: Predict the reaction yield, written as a fraction of the theoretical maximum amount of product (1.0 means a 100% yield; for example, 0.34 means a 34% yield). (1) The reactants are [Br:1][C:2]1[C:3]([F:12])=[C:4]2[C:10]([NH2:11])=[CH:9][NH:8][C:5]2=[N:6][CH:7]=1.[C:18]([O:16][CH2:17][C:18]([OH:16])=[O:19])(=[O:19])[CH3:17].C1N(P(Cl)(N2C(=O)OCC2)=O)C(=O)OC1.C(N(CC)CC)C.[Li+].[OH-]. The catalyst is C(Cl)Cl.CC#N.O.O. The product is [Br:1][C:2]1[C:3]([F:12])=[C:4]2[C:10]([NH:11][C:17](=[O:16])[CH2:18][OH:19])=[CH:9][NH:8][C:5]2=[N:6][CH:7]=1. The yield is 0.530. (2) The reactants are C1C=C(O[C:8](OC2N=CC=CC=2)=[S:9])N=CC=1.[C:17]([C:21]1[CH:28]=[CH:27][C:24]([CH2:25][NH2:26])=[CH:23][CH:22]=1)([CH3:20])([CH3:19])[CH3:18].C(N(CC)CC)C. The catalyst is C(Cl)Cl. The product is [C:17]([C:21]1[CH:22]=[CH:23][C:24]([CH2:25][N:26]=[C:8]=[S:9])=[CH:27][CH:28]=1)([CH3:20])([CH3:18])[CH3:19]. The yield is 0.710. (3) The reactants are [CH3:1][O:2][C:3](=[O:17])[C:4]1[CH:9]=[C:8]([N:10]2[CH2:14][CH2:13][CH2:12][C:11]2=[O:15])[CH:7]=[C:6]([NH2:16])[CH:5]=1.C(O[BH-](OC(=O)C)OC(=O)C)(=O)C.[Na+].[CH:32](=O)[CH2:33][CH3:34].CC(O)=O. The catalyst is C(Cl)Cl. The product is [CH3:1][O:2][C:3](=[O:17])[C:4]1[CH:5]=[C:6]([NH:16][CH2:32][CH2:33][CH3:34])[CH:7]=[C:8]([N:10]2[CH2:14][CH2:13][CH2:12][C:11]2=[O:15])[CH:9]=1. The yield is 0.420. (4) The yield is 0.850. The reactants are CN(CC1N(C[C@H]2CCCNC2)C2C=CC=CC=2N=1)[C@H]1C2N=CC=CC=2CCC1.[CH3:30][N:31]([CH2:42][C:43]1[N:47]([CH2:48][C@H:49]2[CH2:54][CH2:53][CH2:52][N:51]([CH3:55])[CH2:50]2)[C:46]2[CH:56]=[CH:57][CH:58]=[CH:59][C:45]=2[N:44]=1)[C@@H:32]1[C:41]2[N:40]=[CH:39][CH:38]=[CH:37][C:36]=2[CH2:35][CH2:34][CH2:33]1. No catalyst specified. The product is [CH3:30][N:31]([CH2:42][C:43]1[N:47]([CH2:48][C@H:49]2[CH2:54][CH2:53][CH2:52][N:51]([CH3:55])[CH2:50]2)[C:46]2[CH:56]=[CH:57][CH:58]=[CH:59][C:45]=2[N:44]=1)[C@H:32]1[C:41]2[N:40]=[CH:39][CH:38]=[CH:37][C:36]=2[CH2:35][CH2:34][CH2:33]1. (5) The reactants are [C:1]([N:9]1[CH2:14][CH2:13][N:12]([C:15](=[O:30])[C@@H:16]([O:18][C:19]2[CH:28]=[CH:27][CH:26]=[C:25]3[C:20]=2[CH:21]=[CH:22][C:23](Cl)=[N:24]3)[CH3:17])[C@H:11]([CH3:31])[CH2:10]1)(=[O:8])[C:2]1[CH:7]=[CH:6][CH:5]=[CH:4][CH:3]=1.[CH3:32][O-:33].[Na+]. The catalyst is CN(C)C=O. The product is [C:1]([N:9]1[CH2:14][CH2:13][N:12]([C:15](=[O:30])[C@@H:16]([O:18][C:19]2[CH:28]=[CH:27][CH:26]=[C:25]3[C:20]=2[CH:21]=[CH:22][C:23]([O:33][CH3:32])=[N:24]3)[CH3:17])[C@H:11]([CH3:31])[CH2:10]1)(=[O:8])[C:2]1[CH:7]=[CH:6][CH:5]=[CH:4][CH:3]=1. The yield is 0.400. (6) The reactants are [OH:1][C@H:2]1[CH2:7][C@H:6]([CH3:8])[CH2:5][CH2:4][C@H:3]1[C:9]([OH:11])=[O:10].N1C=CC=CC=1.[C:18](OC(=O)C)(=[O:20])[CH3:19]. The catalyst is ClCCl. The product is [C:18]([O:1][C@H:2]1[CH2:7][C@H:6]([CH3:8])[CH2:5][CH2:4][C@H:3]1[C:9]([OH:11])=[O:10])(=[O:20])[CH3:19]. The yield is 0.530. (7) The reactants are [N+:1]([C:4]1[CH:5]=[CH:6][C:7]([N:12]2[CH2:17][CH2:16][N:15]([CH:18]3[CH2:21][O:20][CH2:19]3)[CH2:14][CH2:13]2)=[C:8]([CH:11]=1)[C:9]#[N:10])([O-])=O. The catalyst is CCO.[Pd]. The product is [NH2:1][C:4]1[CH:5]=[CH:6][C:7]([N:12]2[CH2:17][CH2:16][N:15]([CH:18]3[CH2:19][O:20][CH2:21]3)[CH2:14][CH2:13]2)=[C:8]([CH:11]=1)[C:9]#[N:10]. The yield is 0.930. (8) The yield is 0.520. The product is [C:22]([NH:21][CH2:20][C@@H:7]1[O:6][C:5]2[N:25]=[CH:26][C:2]([NH:1][C:39](=[O:40])[C:38]3[C:42]([F:46])=[CH:43][CH:44]=[CH:45][C:37]=3[Cl:36])=[CH:3][C:4]=2[N:9]([S:10]([C:13]2[CH:14]=[C:15]([CH3:19])[CH:16]=[CH:17][CH:18]=2)(=[O:12])=[O:11])[CH2:8]1)(=[O:24])[CH3:23]. The catalyst is O1CCCC1. The reactants are [NH2:1][C:2]1[CH:26]=[N:25][C:5]2[O:6][C@@H:7]([CH2:20][NH:21][C:22](=[O:24])[CH3:23])[CH2:8][N:9]([S:10]([C:13]3[CH:14]=[C:15]([CH3:19])[CH:16]=[CH:17][CH:18]=3)(=[O:12])=[O:11])[C:4]=2[CH:3]=1.C(N(CC)C(C)C)(C)C.[Cl:36][C:37]1[CH:45]=[CH:44][CH:43]=[C:42]([F:46])[C:38]=1[C:39](Cl)=[O:40].